Predict which catalyst facilitates the given reaction. From a dataset of Catalyst prediction with 721,799 reactions and 888 catalyst types from USPTO. (1) Reactant: [CH3:1][O:2][C:3]1[CH:12]=[C:11]2[C:6]([CH:7]=[CH:8][C:9](=[O:16])[N:10]2[CH2:13][CH:14]=O)=[CH:5][CH:4]=1.[NH:17]1[CH2:22][CH2:21][CH:20]([NH:23][C:24](=[O:30])[O:25][C:26]([CH3:29])([CH3:28])[CH3:27])[CH2:19][CH2:18]1.C(Cl)(Cl)Cl.[BH-](OC(C)=O)(OC(C)=O)OC(C)=O.[Na+]. Product: [CH3:1][O:2][C:3]1[CH:12]=[C:11]2[C:6]([CH:7]=[CH:8][C:9](=[O:16])[N:10]2[CH2:13][CH2:14][N:17]2[CH2:18][CH2:19][CH:20]([NH:23][C:24](=[O:30])[O:25][C:26]([CH3:28])([CH3:27])[CH3:29])[CH2:21][CH2:22]2)=[CH:5][CH:4]=1. The catalyst class is: 5. (2) Reactant: [CH3:1][O:2][C:3]([C:5]1[S:6][C:7]([C:34]#[C:35][C:36]([CH3:45])([CH3:44])[CH2:37][CH2:38][O:39][Si](C)(C)C)=[CH:8][C:9]=1[N:10]([CH:20]1[CH2:25][CH2:24][CH:23]([O:26][Si](C(C)(C)C)(C)C)[CH2:22][CH2:21]1)[C:11]([CH:13]1[CH2:18][CH2:17][CH:16]([CH3:19])[CH2:15][CH2:14]1)=[O:12])=[O:4].[O:46]1[CH2:51][CH2:50][C:49](=O)[CH2:48][CH2:47]1.C([SiH](CC)CC)C.C([O-])(O)=O.[Na+]. Product: [CH3:1][O:2][C:3]([C:5]1[S:6][C:7]([C:34]#[C:35][C:36]([CH3:45])([CH3:44])[CH2:37][CH2:38][O:39][CH:49]2[CH2:50][CH2:51][O:46][CH2:47][CH2:48]2)=[CH:8][C:9]=1[N:10]([CH:20]1[CH2:25][CH2:24][CH:23]([OH:26])[CH2:22][CH2:21]1)[C:11]([CH:13]1[CH2:14][CH2:15][CH:16]([CH3:19])[CH2:17][CH2:18]1)=[O:12])=[O:4]. The catalyst class is: 463. (3) Reactant: [F:1][CH2:2][CH2:3][C:4]1([C:16]([O:18][CH2:19][CH3:20])=[O:17])[CH2:12][C:11]2[C:6](=[CH:7][CH:8]=[C:9]([O:13][CH3:14])[CH:10]=2)[C:5]1=[O:15].[Cl:21]N1C(=O)CCC1=O. Product: [Cl:21][C:10]1[C:9]([O:13][CH3:14])=[CH:8][CH:7]=[C:6]2[C:11]=1[CH2:12][C:4]([CH2:3][CH2:2][F:1])([C:16]([O:18][CH2:19][CH3:20])=[O:17])[C:5]2=[O:15]. The catalyst class is: 3. (4) Reactant: [NH2:1][C:2]1[C:7]([OH:8])=[CH:6][CH:5]=[CH:4][C:3]=1[OH:9].[CH3:10][S:11][C:12]1[S:16][C:15]2=[N:17][C:18]([C:20](Cl)=[O:21])=[CH:19][N:14]2[N:13]=1.C(N(CC)CC)C. Product: [OH:9][C:3]1[CH:4]=[CH:5][CH:6]=[C:7]([OH:8])[C:2]=1[NH:1][C:20]([C:18]1[N:17]=[C:15]2[N:14]([CH:19]=1)[N:13]=[C:12]([S:11][CH3:10])[S:16]2)=[O:21]. The catalyst class is: 3. (5) Reactant: [CH3:1][O:2][C:3]1[CH:4]=[C:5]2[C:9](=[CH:10][CH:11]=1)[N:8]([CH2:12][C:13]([O:15]C)=[O:14])[CH:7]=[CH:6]2.[OH-].[Na+]. Product: [CH3:1][O:2][C:3]1[CH:4]=[C:5]2[C:9](=[CH:10][CH:11]=1)[N:8]([CH2:12][C:13]([OH:15])=[O:14])[CH:7]=[CH:6]2. The catalyst class is: 5. (6) Reactant: [CH2:1]([O:8][C:9](=[O:21])[N:10]([CH3:20])[CH2:11][CH2:12][NH:13]C(=O)C(F)(F)F)[C:2]1[CH:7]=[CH:6][CH:5]=[CH:4][CH:3]=1.[Li+].[OH-]. Product: [CH2:1]([O:8][C:9](=[O:21])[N:10]([CH2:11][CH2:12][NH2:13])[CH3:20])[C:2]1[CH:7]=[CH:6][CH:5]=[CH:4][CH:3]=1. The catalyst class is: 24. (7) Reactant: [CH2:1]([O:3][C:4]1[C:8]([CH2:9][C:10](OCC)=[O:11])=[CH:7][N:6]([C:15]2[CH:20]=[CH:19][C:18]([C:21]([F:24])([F:23])[F:22])=[CH:17][N:16]=2)[N:5]=1)[CH3:2].[H-].C([Al+]CC(C)C)C(C)C.Cl. Product: [CH2:1]([O:3][C:4]1[C:8]([CH2:9][CH2:10][OH:11])=[CH:7][N:6]([C:15]2[CH:20]=[CH:19][C:18]([C:21]([F:22])([F:24])[F:23])=[CH:17][N:16]=2)[N:5]=1)[CH3:2]. The catalyst class is: 188. (8) Reactant: [F:1][C:2]1[CH:7]=[C:6]([NH:8][CH2:9][C:10]2[CH:15]=[CH:14][C:13]([CH:16]([CH2:20][C:21]3[S:22][CH:23]=[C:24]([C:26]4[CH:31]=[CH:30][CH:29]=[CH:28][CH:27]=4)[N:25]=3)[CH2:17][CH2:18][CH3:19])=[CH:12][CH:11]=2)[CH:5]=[CH:4][C:3]=1[CH2:32][CH2:33][C:34]([O:36]CC)=[O:35].O1CCCC1.O.[OH-].[Li+].Cl. Product: [F:1][C:2]1[CH:7]=[C:6]([NH:8][CH2:9][C:10]2[CH:11]=[CH:12][C:13]([CH:16]([CH2:20][C:21]3[S:22][CH:23]=[C:24]([C:26]4[CH:27]=[CH:28][CH:29]=[CH:30][CH:31]=4)[N:25]=3)[CH2:17][CH2:18][CH3:19])=[CH:14][CH:15]=2)[CH:5]=[CH:4][C:3]=1[CH2:32][CH2:33][C:34]([OH:36])=[O:35]. The catalyst class is: 40. (9) Product: [F:9][C:5]1[C:6]([I:8])=[CH:7][C:2]([NH:11][NH2:12])=[N:3][CH:4]=1. Reactant: F[C:2]1[CH:7]=[C:6]([I:8])[C:5]([F:9])=[CH:4][N:3]=1.O.[NH2:11][NH2:12]. The catalyst class is: 8.